This data is from Peptide-MHC class I binding affinity with 185,985 pairs from IEDB/IMGT. The task is: Regression. Given a peptide amino acid sequence and an MHC pseudo amino acid sequence, predict their binding affinity value. This is MHC class I binding data. (1) The peptide sequence is YRYGFVANF. The MHC is HLA-A26:02 with pseudo-sequence HLA-A26:02. The binding affinity (normalized) is 0.0847. (2) The peptide sequence is MTLVPVLEK. The MHC is HLA-A33:01 with pseudo-sequence HLA-A33:01. The binding affinity (normalized) is 0.335. (3) The peptide sequence is GLIVGTAFI. The MHC is HLA-A02:01 with pseudo-sequence HLA-A02:01. The binding affinity (normalized) is 0.489.